Dataset: Full USPTO retrosynthesis dataset with 1.9M reactions from patents (1976-2016). Task: Predict the reactants needed to synthesize the given product. (1) The reactants are: [C:1]1(C)C=C(C)[CH:4]=[C:3](C)[C:2]=1[S:9](Cl)(=O)=O.ONC(=O)O[C:18]([CH3:21])([CH3:20])[CH3:19].BrC1N=C[NH:27][C:28]=1Br.FC(F)(F)C(O)=[O:33]. Given the product [CH3:1][C:2]1[S:9][C:28]2=[CH:21][C:18]([CH3:19])=[C:20]([OH:33])[N:27]2[C:3]=1[CH3:4], predict the reactants needed to synthesize it. (2) Given the product [Br:1][C:2]1[CH:3]=[C:4]2[C:5]([C:17]([OH:19])=[C:11]([C:12]([O:14][CH2:15][CH3:16])=[O:13])[C:9]([CH3:10])=[N:8]2)=[CH:6][CH:7]=1, predict the reactants needed to synthesize it. The reactants are: [Br:1][C:2]1[CH:3]=[C:4]([NH:8][C:9](=[C:11]([C:17]([O:19]CC)=O)[C:12]([O:14][CH2:15][CH3:16])=[O:13])[CH3:10])[CH:5]=[CH:6][CH:7]=1.C1(OC2C=CC=CC=2)C=CC=CC=1.